From a dataset of Catalyst prediction with 721,799 reactions and 888 catalyst types from USPTO. Predict which catalyst facilitates the given reaction. (1) Reactant: C([O:3][C:4](=[O:30])[C:5]1[CH:10]=[CH:9][CH:8]=[C:7]([CH:11]2[CH2:16][CH2:15][N:14]([C:17](=[O:29])[CH2:18][N:19]3[C:23]([CH3:24])=[CH:22][C:21]([C:25]([F:28])([F:27])[F:26])=[N:20]3)[CH2:13][CH2:12]2)[CH:6]=1)C.[OH-].[Na+]. Product: [CH3:24][C:23]1[N:19]([CH2:18][C:17]([N:14]2[CH2:15][CH2:16][CH:11]([C:7]3[CH:6]=[C:5]([CH:10]=[CH:9][CH:8]=3)[C:4]([OH:30])=[O:3])[CH2:12][CH2:13]2)=[O:29])[N:20]=[C:21]([C:25]([F:28])([F:26])[F:27])[CH:22]=1. The catalyst class is: 5. (2) Reactant: [NH2:1][C@H:2]([C:11]([OH:13])=[O:12])[CH2:3][C:4]1[CH:9]=[CH:8][C:7]([OH:10])=[CH:6][CH:5]=1.[C:14](O[C:14]([O:16][C:17]([CH3:20])([CH3:19])[CH3:18])=[O:15])([O:16][C:17]([CH3:20])([CH3:19])[CH3:18])=[O:15]. Product: [C:17]([O:16][C:14]([NH:1][C@H:2]([C:11]([OH:13])=[O:12])[CH2:3][C:4]1[CH:5]=[CH:6][C:7]([OH:10])=[CH:8][CH:9]=1)=[O:15])([CH3:20])([CH3:19])[CH3:18]. The catalyst class is: 38. (3) Product: [C:1]([C:3]1[CH:4]=[C:5]([C:6]2[O:8][N:33]=[C:32]([C:34]3[CH:42]=[CH:41][CH:40]=[C:39]4[C:35]=3[CH2:36][CH2:37][C@H:38]4[NH:43][C:44](=[O:50])[O:45][C:46]([CH3:48])([CH3:47])[CH3:49])[N:31]=2)[CH:9]=[CH:10][C:11]=1[O:12][CH:13]([CH3:15])[CH3:14])#[N:2]. Reactant: [C:1]([C:3]1[CH:4]=[C:5]([CH:9]=[CH:10][C:11]=1[O:12][CH:13]([CH3:15])[CH3:14])[C:6]([OH:8])=O)#[N:2].C1C=CC2N(O)N=NC=2C=1.C(Cl)CCl.O[NH:31][C:32]([C:34]1[CH:42]=[CH:41][CH:40]=[C:39]2[C:35]=1[CH2:36][CH2:37][C@H:38]2[NH:43][C:44](=[O:50])[O:45][C:46]([CH3:49])([CH3:48])[CH3:47])=[NH:33]. The catalyst class is: 3. (4) Reactant: C[N:2](C)/[CH:3]=[CH:4]/[C:5]([C:7]1[CH:12]=[CH:11][C:10]([F:13])=[CH:9][CH:8]=1)=O.[CH3:15][NH:16]N. Product: [F:13][C:10]1[CH:11]=[CH:12][C:7]([C:5]2[N:16]([CH3:15])[N:2]=[CH:3][CH:4]=2)=[CH:8][CH:9]=1. The catalyst class is: 8. (5) Reactant: [Br:1][C:2]1[CH:7]=[C:6]([C:8]([F:20])([C:16]([F:19])([F:18])[F:17])[C:9]([F:15])([F:14])[C:10]([F:13])([F:12])[F:11])[CH:5]=[C:4]([Br:21])[C:3]=1[NH:22][C:23](=[O:38])[C:24]1[CH:29]=[CH:28][C:27]([N:30]2[CH:34]=[N:33][CH:32]=[N:31]2)=[C:26]([N+:35]([O-])=O)[CH:25]=1.Cl. Product: [NH2:35][C:26]1[CH:25]=[C:24]([CH:29]=[CH:28][C:27]=1[N:30]1[CH:34]=[N:33][CH:32]=[N:31]1)[C:23]([NH:22][C:3]1[C:2]([Br:1])=[CH:7][C:6]([C:8]([F:20])([C:16]([F:17])([F:18])[F:19])[C:9]([F:14])([F:15])[C:10]([F:12])([F:13])[F:11])=[CH:5][C:4]=1[Br:21])=[O:38]. The catalyst class is: 190. (6) Product: [C:1]([O:9][CH:10]([C@@H:12]1[CH2:16][C@H:15]([O:17][S:22]([C:21]([F:34])([F:33])[F:20])(=[O:24])=[O:23])[CH:14]([O:18][CH3:19])[O:13]1)[CH3:11])(=[O:8])[C:2]1[CH:3]=[CH:4][CH:5]=[CH:6][CH:7]=1. The catalyst class is: 79. Reactant: [C:1]([O:9][CH:10]([C@@H:12]1[CH2:16][C@H:15]([OH:17])[CH:14]([O:18][CH3:19])[O:13]1)[CH3:11])(=[O:8])[C:2]1[CH:7]=[CH:6][CH:5]=[CH:4][CH:3]=1.[F:20][C:21]([F:34])([F:33])[S:22](O[S:22]([C:21]([F:34])([F:33])[F:20])(=[O:24])=[O:23])(=[O:24])=[O:23]. (7) Reactant: [C:1]([C:4]1[C:5]([O:37]C)=[CH:6][C:7]([C:33]([F:36])([F:35])[F:34])=[C:8]([C:10]2[CH:15]=[CH:14][CH:13]=[C:12]([NH:16][C:17]([C:19]3[NH:20][C:21]4[C:26]([CH:27]=3)=[CH:25][CH:24]=[C:23]([NH:28][S:29]([CH3:32])(=[O:31])=[O:30])[CH:22]=4)=[O:18])[CH:11]=2)[CH:9]=1)(=[O:3])[NH2:2].B(Br)(Br)Br.CO. Product: [C:1]([C:4]1[C:5]([OH:37])=[CH:6][C:7]([C:33]([F:34])([F:35])[F:36])=[C:8]([C:10]2[CH:15]=[CH:14][CH:13]=[C:12]([NH:16][C:17]([C:19]3[NH:20][C:21]4[C:26]([CH:27]=3)=[CH:25][CH:24]=[C:23]([NH:28][S:29]([CH3:32])(=[O:31])=[O:30])[CH:22]=4)=[O:18])[CH:11]=2)[CH:9]=1)(=[O:3])[NH2:2]. The catalyst class is: 2.